From a dataset of Reaction yield outcomes from USPTO patents with 853,638 reactions. Predict the reaction yield, written as a fraction of the theoretical maximum amount of product (1.0 means a 100% yield; for example, 0.34 means a 34% yield). (1) The reactants are [CH:1]([C:3]1[CH:12]=[CH:11][C:6]([C:7]([O:9]C)=[O:8])=[CH:5][CH:4]=1)=O.[F:13][C:14]([F:31])([F:30])[CH2:15]P(=O)(C1C=CC=CC=1)C1C=CC=CC=1. No catalyst specified. The product is [F:13][C:14]([F:31])([F:30])[CH:15]=[CH:1][C:3]1[CH:12]=[CH:11][C:6]([C:7]([OH:9])=[O:8])=[CH:5][CH:4]=1. The yield is 0.600. (2) The reactants are [C:1]1([C:7]2[N:8]=[N:9][NH:10][N:11]=2)[CH:6]=[CH:5][CH:4]=[CH:3][CH:2]=1.[OH-].[Na+].[CH3:14]I. No catalyst specified. The product is [CH3:14][N:9]1[N:10]=[N:11][C:7]([C:1]2[CH:2]=[CH:3][CH:4]=[CH:5][CH:6]=2)=[N:8]1. The yield is 0.460. (3) The reactants are [Br:1][C:2]1[CH:3]=[C:4]([C:14]([O:16]C)=[O:15])[C:5]2[CH:6]=[CH:7][N:8]([CH:11]([CH3:13])[CH3:12])[C:9]=2[CH:10]=1.[OH-].[Na+].Cl. The catalyst is CO.O1CCCC1.O. The product is [Br:1][C:2]1[CH:3]=[C:4]([C:14]([OH:16])=[O:15])[C:5]2[CH:6]=[CH:7][N:8]([CH:11]([CH3:13])[CH3:12])[C:9]=2[CH:10]=1. The yield is 0.990. (4) The reactants are [CH:1]1([CH2:6][N:7]([CH2:16][CH3:17])[C:8]2[C:13]([CH:14]=O)=[CH:12][CH:11]=[CH:10][N:9]=2)[CH2:5][CH2:4][CH2:3][CH2:2]1.[BH4-].[Na+].CS(Cl)(=O)=O.C(N(C(C)C)CC)(C)C.[F:34][C:35]([F:55])([F:54])[C:36]1[CH:37]=[C:38]([CH:47]=[C:48]([C:50]([F:53])([F:52])[F:51])[CH:49]=1)[CH2:39][NH:40][C:41]1[N:42]=[N:43][N:44]([CH3:46])[N:45]=1.CC(C)([O-])C.[K+]. The catalyst is CO.C1(C)C=CC=CC=1.CN(C=O)C. The product is [F:53][C:50]([F:51])([F:52])[C:48]1[CH:47]=[C:38]([CH:37]=[C:36]([C:35]([F:54])([F:55])[F:34])[CH:49]=1)[CH2:39][N:40]([CH2:14][C:13]1[C:8]([N:7]([CH2:6][CH:1]2[CH2:5][CH2:4][CH2:3][CH2:2]2)[CH2:16][CH3:17])=[N:9][CH:10]=[CH:11][CH:12]=1)[C:41]1[N:42]=[N:43][N:44]([CH3:46])[N:45]=1. The yield is 0.710. (5) The reactants are [Br:1][CH2:2][C:3]1[CH:8]=[CH:7][CH:6]=[C:5]([O:9][CH3:10])[CH:4]=1.[Br:11]Br.CCCCCC. The catalyst is C(Cl)(Cl)Cl. The product is [Br:11][C:8]1[CH:7]=[CH:6][C:5]([O:9][CH3:10])=[CH:4][C:3]=1[CH2:2][Br:1]. The yield is 0.550. (6) The reactants are [CH3:1][N:2]([CH3:20])[C:3]([C:5]1[N:14]([CH:15]2[CH2:19][CH2:18][CH2:17][CH2:16]2)[C:8]2[N:9]=[C:10](Cl)[N:11]=[CH:12][C:7]=2[CH:6]=1)=[O:4].[NH2:21][C:22]1[N:27]=[CH:26][C:25]([C:28]([N:30]2[CH2:35][CH2:34][N:33](C(O)=O)[CH2:32][CH2:31]2)=[O:29])=[CH:24][CH:23]=1. No catalyst specified. The product is [CH3:1][N:2]([CH3:20])[C:3]([C:5]1[N:14]([CH:15]2[CH2:19][CH2:18][CH2:17][CH2:16]2)[C:8]2[N:9]=[C:10]([NH:21][C:22]3[CH:23]=[CH:24][C:25]([C:28]([N:30]4[CH2:35][CH2:34][NH:33][CH2:32][CH2:31]4)=[O:29])=[CH:26][N:27]=3)[N:11]=[CH:12][C:7]=2[CH:6]=1)=[O:4]. The yield is 0.410. (7) The reactants are [CH:1]1([CH2:6][CH:7]([C:11]2[CH:16]=[CH:15][C:14]([Cl:17])=[C:13]([Cl:18])[CH:12]=2)[C:8]([OH:10])=O)[CH2:5][CH2:4][CH2:3][CH2:2]1.F[P-](F)(F)(F)(F)F.N1(O[P+](N(C)C)(N(C)C)N(C)C)C2C=CC=CC=2N=N1.[NH2:46][C:47]1[S:48][CH:49]=[CH:50][N:51]=1.C(N(CC)CC)C. The catalyst is C(Cl)Cl.O. The product is [CH:1]1([CH2:6][CH:7]([C:11]2[CH:16]=[CH:15][C:14]([Cl:17])=[C:13]([Cl:18])[CH:12]=2)[C:8]([NH:46][C:47]2[S:48][CH:49]=[CH:50][N:51]=2)=[O:10])[CH2:2][CH2:3][CH2:4][CH2:5]1. The yield is 0.960.